From a dataset of Full USPTO retrosynthesis dataset with 1.9M reactions from patents (1976-2016). Predict the reactants needed to synthesize the given product. The reactants are: Br[C:2]1[NH:6][CH:5]=[C:4]([CH:7]=[O:8])[CH:3]=1.[CH3:9][S:10][C:11]1[CH:16]=[CH:15][CH:14]=[CH:13][C:12]=1B(O)O.C(=O)([O-])[O-].[Na+].[Na+].COCCOC. Given the product [CH3:9][S:10][C:11]1[CH:16]=[CH:15][CH:14]=[CH:13][C:12]=1[C:2]1[NH:6][CH:5]=[C:4]([CH:7]=[O:8])[CH:3]=1, predict the reactants needed to synthesize it.